This data is from Catalyst prediction with 721,799 reactions and 888 catalyst types from USPTO. The task is: Predict which catalyst facilitates the given reaction. (1) Reactant: [NH2:1][C:2]([NH2:4])=[S:3].[Br:5][CH2:6][C:7]1[CH:12]=[CH:11][C:10]([N+:13]([O-:15])=[O:14])=[CH:9][CH:8]=1. Product: [BrH:5].[C:2]([S:3][CH2:6][C:7]1[CH:12]=[CH:11][C:10]([N+:13]([O-:15])=[O:14])=[CH:9][CH:8]=1)(=[NH:4])[NH2:1]. The catalyst class is: 21. (2) Reactant: C(OC(=S)[S:5][C:6]1[CH:11]=[CH:10][C:9]([CH2:12][C:13]#[N:14])=[CH:8][CH:7]=1)C.[OH-].[K+]. Product: [SH:5][C:6]1[CH:11]=[CH:10][C:9]([CH2:12][C:13]#[N:14])=[CH:8][CH:7]=1. The catalyst class is: 87.